Predict the reactants needed to synthesize the given product. From a dataset of Retrosynthesis with 50K atom-mapped reactions and 10 reaction types from USPTO. Given the product Cn1cnc(-c2cc3nccc(Oc4ccc(NC(=S)NC(=O)Cc5ccccc5F)cc4F)c3s2)c1, predict the reactants needed to synthesize it. The reactants are: Cn1cnc(-c2cc3nccc(Oc4ccc(N)cc4F)c3s2)c1.O=C(Cc1ccccc1F)N=C=S.